From a dataset of Full USPTO retrosynthesis dataset with 1.9M reactions from patents (1976-2016). Predict the reactants needed to synthesize the given product. Given the product [C:1]([O:5][C:6]([N:8]1[CH2:13][CH2:12][CH:11]([NH:14][C:15]2[N:20]=[CH:19][C:18]([C:23]#[N:24])=[CH:17][N:16]=2)[CH2:10][CH2:9]1)=[O:7])([CH3:4])([CH3:3])[CH3:2], predict the reactants needed to synthesize it. The reactants are: [C:1]([O:5][C:6]([N:8]1[CH2:13][CH2:12][CH:11]([NH:14][C:15]2[N:20]=[CH:19][C:18](Br)=[CH:17][N:16]=2)[CH2:10][CH2:9]1)=[O:7])([CH3:4])([CH3:3])[CH3:2].[Cu][C:23]#[N:24].